Dataset: Forward reaction prediction with 1.9M reactions from USPTO patents (1976-2016). Task: Predict the product of the given reaction. (1) The product is: [CH2:41]1[C:42]2([O:48][CH2:47][CH2:46][CH2:45][O:44]2)[CH2:43][C@@H:39]([C:36]2[NH:37][CH:38]=[C:34]([C:31]3[CH:30]=[CH:29][C:28]([C:25]4[CH:26]=[CH:27][C:22]([C:20]5[N:21]=[C:17]([C@@H:13]6[CH2:14][CH2:15][CH2:16][N:12]6[C:10]([C@@H:6]([NH:5][C:3](=[O:4])[O:2][CH3:1])[CH:7]([CH3:9])[CH3:8])=[O:11])[NH:18][CH:19]=5)=[CH:23][CH:24]=4)=[CH:33][CH:32]=3)[N:35]=2)[NH:40]1. Given the reactants [CH3:1][O:2][C:3]([NH:5][C@H:6]([C:10]([N:12]1[CH2:16][CH2:15][CH2:14][C@H:13]1[C:17]1[NH:18][CH:19]=[C:20]([C:22]2[CH:27]=[CH:26][C:25]([C:28]3[CH:33]=[CH:32][C:31]([C:34]4[N:35]=[C:36]([C@@H:39]5[CH2:43][C:42]6([O:48][CH2:47][CH2:46][CH2:45][O:44]6)[CH2:41][N:40]5C(OCC5C=CC=CC=5)=O)[NH:37][CH:38]=4)=[CH:30][CH:29]=3)=[CH:24][CH:23]=2)[N:21]=1)=[O:11])[CH:7]([CH3:9])[CH3:8])=[O:4], predict the reaction product. (2) Given the reactants [F:1][C:2]([F:29])([F:28])[C:3]1[CH:27]=[CH:26][C:6]([CH2:7][N:8]2[C:24](=[O:25])[N:11]3[N:12]=[C:13](Cl)[C:14]([C:16]4[CH:21]=[CH:20][C:19]([Cl:22])=[CH:18][CH:17]=4)=[CH:15][C:10]3=[N:9]2)=[CH:5][CH:4]=1.[Cl:30][C:31]1[CH:36]=[CH:35][C:34](B(O)O)=[CH:33][CH:32]=1.C([O-])([O-])=O.[Na+].[Na+], predict the reaction product. The product is: [F:28][C:2]([F:29])([F:1])[C:3]1[CH:27]=[CH:26][C:6]([CH2:7][N:8]2[C:24](=[O:25])[N:11]3[N:12]=[C:13]([C:34]4[CH:35]=[CH:36][C:31]([Cl:30])=[CH:32][CH:33]=4)[C:14]([C:16]4[CH:21]=[CH:20][C:19]([Cl:22])=[CH:18][CH:17]=4)=[CH:15][C:10]3=[N:9]2)=[CH:5][CH:4]=1. (3) Given the reactants Cl.[CH3:2][O:3][C:4](=[O:15])[CH:5]=[CH:6][C:7]1[CH:12]=[CH:11][CH:10]=[C:9]([CH2:13][NH2:14])[CH:8]=1.C(N(CC)CC)C.[Br:23][CH2:24][S:25](Br)(=[O:27])=[O:26], predict the reaction product. The product is: [CH3:2][O:3][C:4](=[O:15])[CH:5]=[CH:6][C:7]1[CH:12]=[CH:11][CH:10]=[C:9]([CH2:13][NH:14][S:25]([CH2:24][Br:23])(=[O:27])=[O:26])[CH:8]=1. (4) The product is: [CH2:1]([O:3][C:4](=[O:12])[C:5]([CH:7]1[CH2:11][CH2:10][O:9][CH:8]1[O:15][CH2:13][CH3:14])=[O:6])[CH3:2]. Given the reactants [CH2:1]([O:3][C:4](=[O:12])[C:5]([C:7]1[CH2:11][CH2:10][O:9][CH:8]=1)=[O:6])[CH3:2].[CH2:13]([OH:15])[CH3:14], predict the reaction product. (5) Given the reactants O1CCCCC1[O:7][CH2:8][C:9]1[CH:13]=[C:12]([CH2:14][N:15]2[CH2:20][CH2:19][O:18][CH2:17][CH2:16]2)[O:11][N:10]=1.Cl.C([O-])([O-])=O.[K+].[K+], predict the reaction product. The product is: [N:15]1([CH2:14][C:12]2[O:11][N:10]=[C:9]([CH2:8][OH:7])[CH:13]=2)[CH2:20][CH2:19][O:18][CH2:17][CH2:16]1. (6) Given the reactants [Cl:1][C:2]1[CH:3]=[C:4]([Br:9])[CH:5]=[CH:6][C:7]=1I.CCCCCC.C([Li])CCC.FC(F)(F)S(O[Si:27]([CH3:30])([CH3:29])[CH3:28])(=O)=O, predict the reaction product. The product is: [Cl:1][C:2]1[CH:3]=[C:4]([Br:9])[CH:5]=[CH:6][C:7]=1[Si:27]([CH3:30])([CH3:29])[CH3:28]. (7) Given the reactants Br[C:2]1[CH:7]=[N:6][C:5]([Br:8])=[CH:4][N:3]=1.[CH2:9]([O:11][C:12]([Sn](CCCC)(CCCC)CCCC)=[CH2:13])[CH3:10], predict the reaction product. The product is: [Br:8][C:5]1[CH:4]=[N:3][C:2]([C:9]([O:11][CH2:12][CH3:13])=[CH2:10])=[CH:7][N:6]=1. (8) Given the reactants B(F)(F)F.CCOCC.[C:10]([CH2:12][C:13]1([N:32]2[CH:36]=[C:35]([C:37]3[C:38]4[CH:45]=[CH:44][N:43](COCC[Si](C)(C)C)[C:39]=4[N:40]=[CH:41][N:42]=3)[CH:34]=[N:33]2)[CH2:16][N:15]([C:17]2[N:18]=[CH:19][C:20]([C:23]([NH:25][C@@H:26]([CH3:31])[C:27]([F:30])([F:29])[F:28])=[O:24])=[N:21][CH:22]=2)[CH2:14]1)#[N:11].[OH-].[NH4+].C([O-])(O)=O.[Na+], predict the reaction product. The product is: [C:10]([CH2:12][C:13]1([N:32]2[CH:36]=[C:35]([C:37]3[C:38]4[CH:45]=[CH:44][NH:43][C:39]=4[N:40]=[CH:41][N:42]=3)[CH:34]=[N:33]2)[CH2:16][N:15]([C:17]2[N:18]=[CH:19][C:20]([C:23]([NH:25][C@@H:26]([CH3:31])[C:27]([F:28])([F:29])[F:30])=[O:24])=[N:21][CH:22]=2)[CH2:14]1)#[N:11].